This data is from Catalyst prediction with 721,799 reactions and 888 catalyst types from USPTO. The task is: Predict which catalyst facilitates the given reaction. (1) Reactant: C(N(CC)CC)C.[NH2:8][C:9]1[C:10]([NH:18][C:19]2[CH:24]=[CH:23][CH:22]=[CH:21][CH:20]=2)=[C:11]([C:14]([F:17])=[CH:15][CH:16]=1)[C:12]#[N:13].Cl.CN(C)CCCN=C=NCC.C1C=NC2N(O)N=NC=2C=1.[C:47]([O:51][C:52]([NH:54][C@@H:55]([CH2:59][CH3:60])[C:56](O)=[O:57])=[O:53])([CH3:50])([CH3:49])[CH3:48]. Product: [C:47]([O:51][C:52](=[O:53])[NH:54][C@H:55]([C:56](=[O:57])[NH:8][C:9]1[CH:16]=[CH:15][C:14]([F:17])=[C:11]([C:12]#[N:13])[C:10]=1[NH:18][C:19]1[CH:20]=[CH:21][CH:22]=[CH:23][CH:24]=1)[CH2:59][CH3:60])([CH3:48])([CH3:49])[CH3:50]. The catalyst class is: 2. (2) Reactant: [OH-].[Na+].[F:3][C:4]1[C:5]([NH:23][C:24]2[CH:25]=[C:26]([NH:30]C(=O)C)[CH:27]=[CH:28][CH:29]=2)=[N:6][C:7]([NH:10][C:11]2[CH:16]=[C:15]([O:17][CH3:18])[C:14]([O:19][CH3:20])=[C:13]([O:21][CH3:22])[CH:12]=2)=[N:8][CH:9]=1. Product: [NH2:30][C:26]1[CH:25]=[C:24]([NH:23][C:5]2[C:4]([F:3])=[CH:9][N:8]=[C:7]([NH:10][C:11]3[CH:16]=[C:15]([O:17][CH3:18])[C:14]([O:19][CH3:20])=[C:13]([O:21][CH3:22])[CH:12]=3)[N:6]=2)[CH:29]=[CH:28][CH:27]=1. The catalyst class is: 8. (3) Reactant: CC(OI1(OC(C)=O)(OC(C)=O)OC(=O)C2C=CC=CC1=2)=O.[OH:23][CH2:24][C@@H:25]1[CH2:31][C@H:30]2[C@H:28]([CH2:29]2)[CH2:27][N:26]1[C:32]([O:34][C:35]([CH3:38])([CH3:37])[CH3:36])=[O:33]. Product: [CH:24]([C@@H:25]1[CH2:31][C@H:30]2[C@H:28]([CH2:29]2)[CH2:27][N:26]1[C:32]([O:34][C:35]([CH3:38])([CH3:37])[CH3:36])=[O:33])=[O:23]. The catalyst class is: 2. (4) Reactant: [CH3:1][N:2]1[CH2:8][CH2:7][CH2:6][N:5]([C:9]2[CH:14]=[CH:13][C:12]([N+:15]([O-])=O)=[CH:11][CH:10]=2)[CH2:4][CH2:3]1. Product: [CH3:1][N:2]1[CH2:8][CH2:7][CH2:6][N:5]([C:9]2[CH:14]=[CH:13][C:12]([NH2:15])=[CH:11][CH:10]=2)[CH2:4][CH2:3]1. The catalyst class is: 29.